This data is from Forward reaction prediction with 1.9M reactions from USPTO patents (1976-2016). The task is: Predict the product of the given reaction. (1) Given the reactants CC[N:3]([CH:7]([CH3:9])C)[CH:4]([CH3:6])C.[Cl:10][C:11]1[N:16]=[C:15](Cl)[C:14]([C:18]([NH:20][CH:21]2[CH:28]3[CH2:29][CH:24]4[CH2:25][C:26]([OH:31])([CH2:30][CH:22]2[CH2:23]4)[CH2:27]3)=[O:19])=[CH:13][N:12]=1.N1CCCC1, predict the reaction product. The product is: [Cl:10][C:11]1[N:16]=[C:15]([N:3]2[CH2:4][CH2:6][CH2:9][CH2:7]2)[C:14]([C:18]([NH:20][CH:21]2[CH:28]3[CH2:29][CH:24]4[CH2:25][C:26]([OH:31])([CH2:30][CH:22]2[CH2:23]4)[CH2:27]3)=[O:19])=[CH:13][N:12]=1. (2) Given the reactants [C:1]([O:5][C:6](=[O:22])[CH2:7][CH2:8][O:9][CH2:10][CH2:11][O:12][CH2:13][CH2:14][O:15][CH2:16][CH2:17][O:18][CH2:19][CH2:20]O)([CH3:4])([CH3:3])[CH3:2].C(O)C.C(Br)(Br)(Br)[Br:27].C1(P(C2C=CC=CC=2)C2C=CC=CC=2)C=CC=CC=1, predict the reaction product. The product is: [C:1]([O:5][C:6](=[O:22])[CH2:7][CH2:8][O:9][CH2:10][CH2:11][O:12][CH2:13][CH2:14][O:15][CH2:16][CH2:17][O:18][CH2:19][CH2:20][Br:27])([CH3:4])([CH3:3])[CH3:2]. (3) Given the reactants Cl.[CH3:2][C:3]1([CH3:22])[CH2:11][C@H:10]([NH:12][C:13]2[C:18]([C:19]#[N:20])=[CH:17][N:16]=[C:15](Cl)[N:14]=2)[CH2:9][C@H:8]2[N:4]1[CH2:5][CH2:6][CH2:7]2.[NH2:23][C:24]1[C:25]([F:43])=[CH:26][C:27]([O:37][C:38]([CH3:42])([CH3:41])[CH2:39][OH:40])=[C:28]([N:30]2[C:34](=[O:35])[N:33]([CH3:36])[N:32]=[N:31]2)[CH:29]=1.C1C=CC(P(C2C(C3C(P(C4C=CC=CC=4)C4C=CC=CC=4)=CC=C4C=3C=CC=C4)=C3C(C=CC=C3)=CC=2)C2C=CC=CC=2)=CC=1.C([O-])([O-])=O.[Cs+].[Cs+], predict the reaction product. The product is: [NH3:4].[CH3:34][OH:35].[CH3:2][C:3]1([CH3:22])[CH2:11][C@H:10]([NH:12][C:13]2[C:18]([C:19]#[N:20])=[CH:17][N:16]=[C:15]([NH:23][C:24]3[CH:29]=[C:28]([N:30]4[C:34](=[O:35])[N:33]([CH3:36])[N:32]=[N:31]4)[C:27]([O:37][C:38]([CH3:41])([CH3:42])[CH2:39][OH:40])=[CH:26][C:25]=3[F:43])[N:14]=2)[CH2:9][C@H:8]2[N:4]1[CH2:5][CH2:6][CH2:7]2. (4) Given the reactants [Cl:1][C:2]1[CH:3]=[C:4]([NH2:17])[CH:5]=[CH:6][C:7]=1B1OC(C)(C)C(C)(C)O1.Br[C:19]1[C:20]([O:27][CH3:28])=[C:21]([CH:24]=[CH:25][CH:26]=1)[C:22]#[N:23], predict the reaction product. The product is: [NH2:17][C:4]1[CH:5]=[CH:6][C:7]([C:19]2[CH:26]=[CH:25][CH:24]=[C:21]([C:22]#[N:23])[C:20]=2[O:27][CH3:28])=[C:2]([Cl:1])[CH:3]=1. (5) Given the reactants Br[C:2]1[CH:3]=[N:4][CH:5]=[C:6]([N+:9]([O-:11])=[O:10])[C:7]=1[NH2:8].[F:12][C:13]1[CH:14]=[N:15][CH:16]=[C:17](B2OC(C)(C)C(C)(C)O2)[CH:18]=1.[O-]P([O-])([O-])=O.[K+].[K+].[K+].O, predict the reaction product. The product is: [F:12][C:13]1[CH:18]=[C:17]([C:2]2[CH:3]=[N:4][CH:5]=[C:6]([N+:9]([O-:11])=[O:10])[C:7]=2[NH2:8])[CH:16]=[N:15][CH:14]=1. (6) Given the reactants [CH3:1][O:2][C:3]([C:5]1[NH:6][C:7]2[C:12]([CH:13]=1)=[CH:11][C:10]([CH3:14])=[CH:9][C:8]=2[N+:15]([O-:17])=[O:16])=O.[NH2:18][NH2:19], predict the reaction product. The product is: [CH3:14][C:10]1[CH:11]=[C:12]2[C:7](=[C:8]([N+:15]([O-:17])=[O:16])[CH:9]=1)[NH:6][C:5]([C:3]1[O:2][CH:1]=[N:18][N:19]=1)=[CH:13]2.